From a dataset of Reaction yield outcomes from USPTO patents with 853,638 reactions. Predict the reaction yield, written as a fraction of the theoretical maximum amount of product (1.0 means a 100% yield; for example, 0.34 means a 34% yield). (1) The reactants are [CH3:1][C:2]1[CH:3]=[C:4]2[C:9](=[CH:10][CH:11]=1)[N:8]=[CH:7][CH:6]=[CH:5]2.Br[N:13]1C(=O)CC[C:14]1=O.C(OOC(=O)C1C=CC=CC=1)(=O)C1C=CC=CC=1.[C-]#N.[Na+].C(=O)(O)[O-].[K+]. The catalyst is C(Cl)(Cl)(Cl)Cl.CN(C)C=O. The product is [N:8]1[C:9]2[C:4](=[CH:3][C:2]([CH2:1][C:14]#[N:13])=[CH:11][CH:10]=2)[CH:5]=[CH:6][CH:7]=1. The yield is 0.180. (2) The reactants are [ClH:1].N[C:3]1[CH:4]=[C:5]([CH:8]=[C:9]([N+:11]([O-:13])=[O:12])[CH:10]=1)[C:6]#[N:7].N([O-])=O.[Na+].[S:18](=[O:20])=[O:19]. The catalyst is O.C(O)(=O)C.[Cu](Cl)Cl. The product is [C:6]([C:5]1[CH:4]=[C:3]([S:18]([Cl:1])(=[O:20])=[O:19])[CH:10]=[C:9]([N+:11]([O-:13])=[O:12])[CH:8]=1)#[N:7]. The yield is 0.840. (3) The reactants are [NH:1]1[C:9]2[C:4](=[CH:5][CH:6]=[C:7]([C@H:10]3[C@@:12]4([C:20]5[C:15](=[CH:16][CH:17]=[C:18]([CH3:21])[CH:19]=5)[NH:14][C:13]4=[O:22])[CH2:11]3)[CH:8]=2)[CH:3]=[N:2]1.C([O-])([O-])=O.[K+].[K+].[I:29]I. The catalyst is CN(C=O)C. The product is [I:29][C:3]1[C:4]2[C:9](=[CH:8][C:7]([C@H:10]3[C@@:12]4([C:20]5[C:15](=[CH:16][CH:17]=[C:18]([CH3:21])[CH:19]=5)[NH:14][C:13]4=[O:22])[CH2:11]3)=[CH:6][CH:5]=2)[NH:1][N:2]=1. The yield is 0.810.